This data is from Full USPTO retrosynthesis dataset with 1.9M reactions from patents (1976-2016). The task is: Predict the reactants needed to synthesize the given product. (1) Given the product [CH3:6][S:7]([O:10][C:11]1[CH:16]=[CH:15][C:14]([NH:17][C:18](=[O:23])[CH3:19])=[C:13]([CH3:24])[C:12]=1[O:25][CH3:26])(=[O:9])=[O:8], predict the reactants needed to synthesize it. The reactants are: S(=O)(=O)(O)O.[CH3:6][S:7]([O:10][C:11]1[CH:16]=[CH:15][C:14]([NH:17][C:18](=[O:23])[C:19](C)(C)C)=[C:13]([CH3:24])[C:12]=1[O:25][CH3:26])(=[O:9])=[O:8].[OH-].[Na+].N1C=CC=CC=1.C(OC(=O)C)(=O)C. (2) Given the product [NH2:2][C:3]1[C:4](=[O:6])[N:13]([CH2:12][C:11]2[CH:10]=[CH:9][C:8]([Cl:7])=[CH:40][CH:39]=2)[C:14]([NH:23][C:24]2[CH:29]=[CH:28][C:27]([O:30][C:31]3[CH:36]=[CH:35][CH:34]=[C:33]([C:37]#[N:38])[N:32]=3)=[CH:26][CH:25]=2)=[N:15][CH:16]=1, predict the reactants needed to synthesize it. The reactants are: Cl.[NH2:2][CH2:3][C:4]([OH:6])=O.[Cl:7][C:8]1[CH:40]=[CH:39][C:11]([CH2:12][N:13]2C=C([N+]([O-])=O)[C:16](=O)[NH:15][CH:14]2[NH:23][C:24]2[CH:29]=[CH:28][C:27]([O:30][C:31]3[CH:36]=[CH:35][CH:34]=[C:33]([C:37]#[N:38])[N:32]=3)=[CH:26][CH:25]=2)=[CH:10][CH:9]=1.CO.O. (3) Given the product [Cl:17][C:18]1[C:19]([CH2:26][NH:1][C:2]2[CH:3]=[CH:4][C:5]([F:16])=[C:6]([C@:8]3([CH3:15])[CH2:13][CH2:12][O:11][C:10]([NH2:14])=[N:9]3)[CH:7]=2)=[N:20][N:21]([CH:23]([F:25])[F:24])[CH:22]=1, predict the reactants needed to synthesize it. The reactants are: [NH2:1][C:2]1[CH:3]=[CH:4][C:5]([F:16])=[C:6]([C@:8]2([CH3:15])[CH2:13][CH2:12][O:11][C:10]([NH2:14])=[N:9]2)[CH:7]=1.[Cl:17][C:18]1[C:19]([CH:26]=O)=[N:20][N:21]([CH:23]([F:25])[F:24])[CH:22]=1.[B][B][B][B][B][B][B][B][B][B]. (4) Given the product [C:1]1([C:11]2[O:12][C:15]3[CH:16]=[C:17]([CH2:20][C:21]([O:23][CH3:24])=[O:22])[CH:18]=[CH:19][C:14]=3[N:13]=2)[C:10]2[C:5](=[CH:6][CH:7]=[CH:8][CH:9]=2)[CH:4]=[CH:3][N:2]=1, predict the reactants needed to synthesize it. The reactants are: [C:1]1([CH:11]=[O:12])[C:10]2[C:5](=[CH:6][CH:7]=[CH:8][CH:9]=2)[CH:4]=[CH:3][N:2]=1.[NH2:13][C:14]1[CH:19]=[CH:18][C:17]([CH2:20][C:21]([O:23][CH3:24])=[O:22])=[CH:16][C:15]=1O.C(O)(=O)C.C(O)(=O)C.IC1C=CC=CC=1. (5) Given the product [CH3:22][C:17]1[C:18]([CH:20]=[O:21])=[CH:19][N:15]([C:13]2[CH:12]=[CH:11][N:10]=[C:9]([NH:8][C:5]3[CH:6]=[CH:7][C:2]([N:35]4[CH2:40][CH2:39][O:38][CH2:37][CH2:36]4)=[C:3]([N+:23]([O-:25])=[O:24])[CH:4]=3)[N:14]=2)[N:16]=1, predict the reactants needed to synthesize it. The reactants are: F[C:2]1[CH:7]=[CH:6][C:5]([NH:8][C:9]2[N:14]=[C:13]([N:15]3[CH:19]=[C:18]([CH:20]=[O:21])[C:17]([CH3:22])=[N:16]3)[CH:12]=[CH:11][N:10]=2)=[CH:4][C:3]=1[N+:23]([O-:25])=[O:24].CCN(C(C)C)C(C)C.[NH:35]1[CH2:40][CH2:39][O:38][CH2:37][CH2:36]1. (6) Given the product [O:4]1[C:8]2=[C:9]([N:13]3[CH2:18][CH2:17][N:16]([CH2:19][CH2:20][C@H:21]4[CH2:26][CH2:25][C@H:24]([NH:27][C:32](=[O:33])[CH2:31][C@@H:30]([OH:35])[C:29]([F:37])([F:36])[F:28])[CH2:23][CH2:22]4)[CH2:15][CH2:14]3)[N:10]=[CH:11][CH:12]=[C:7]2[CH2:6][CH2:5]1, predict the reactants needed to synthesize it. The reactants are: Cl.Cl.Cl.[O:4]1[C:8]2=[C:9]([N:13]3[CH2:18][CH2:17][N:16]([CH2:19][CH2:20][C@H:21]4[CH2:26][CH2:25][C@H:24]([NH2:27])[CH2:23][CH2:22]4)[CH2:15][CH2:14]3)[N:10]=[CH:11][CH:12]=[C:7]2[CH2:6][CH2:5]1.[F:28][C:29]([F:37])([F:36])[C@H:30]([OH:35])[CH2:31][C:32](O)=[O:33].